This data is from Reaction yield outcomes from USPTO patents with 853,638 reactions. The task is: Predict the reaction yield, written as a fraction of the theoretical maximum amount of product (1.0 means a 100% yield; for example, 0.34 means a 34% yield). (1) The reactants are [Br:1][C:2]1[CH:3]=[N:4][CH:5]=[C:6]([CH:10]=1)[C:7]([OH:9])=O.[Cl-].C([N:14]([CH2:17][CH3:18])[CH2:15]C)C.N1CCC1. The catalyst is C(Cl)Cl. The product is [Br:1][C:2]1[CH:3]=[N:4][CH:5]=[C:6]([C:7]([N:14]2[CH2:15][CH2:18][CH2:17]2)=[O:9])[CH:10]=1. The yield is 0.709. (2) The catalyst is CN(C1C=CN=CC=1)C.C(Cl)Cl. The yield is 0.780. The reactants are [CH2:1]([O:8][C:9]([C:11]1[CH:16]([C:17]2[CH:22]=[CH:21][C:20]([F:23])=[C:19]([F:24])[CH:18]=2)[NH:15][C:14]([O:25][CH3:26])=[N:13][C:12]=1[CH2:27][CH3:28])=[O:10])[C:2]1[CH:7]=[CH:6][CH:5]=[CH:4][CH:3]=1.Cl[C:30]([O:32][CH3:33])=[O:31]. The product is [CH2:1]([O:8][C:9]([C:11]1[CH:16]([C:17]2[CH:22]=[CH:21][C:20]([F:23])=[C:19]([F:24])[CH:18]=2)[N:15]([C:30]([O:32][CH3:33])=[O:31])[C:14]([O:25][CH3:26])=[N:13][C:12]=1[CH2:27][CH3:28])=[O:10])[C:2]1[CH:7]=[CH:6][CH:5]=[CH:4][CH:3]=1. (3) The reactants are [NH2:1][C:2]1[C:3]2[C:10]([CH3:11])=[CH:9][N:8]([CH:12]([C:14]3[CH:21]=[C:20]([Cl:22])[C:17]([C:18]#[N:19])=[C:16]([CH:23]4[CH2:26][NH:25][CH2:24]4)[C:15]=3[O:27][CH2:28][CH3:29])[CH3:13])[C:4]=2[N:5]=[CH:6][N:7]=1.[CH3:30][C:31]([CH3:33])=O. No catalyst specified. The product is [NH2:1][C:2]1[C:3]2[C:10]([CH3:11])=[CH:9][N:8]([CH:12]([C:14]3[CH:21]=[C:20]([Cl:22])[C:17]([C:18]#[N:19])=[C:16]([CH:23]4[CH2:24][N:25]([CH:31]([CH3:33])[CH3:30])[CH2:26]4)[C:15]=3[O:27][CH2:28][CH3:29])[CH3:13])[C:4]=2[N:5]=[CH:6][N:7]=1. The yield is 0.650. (4) The reactants are O1[C:5]2([CH2:10][CH2:9][N:8]([C:11]3[C:12]([CH2:33][CH3:34])=[CH:13][C:14]4[C:26](=[O:27])[C:25]5[C:24]6[C:19](=[CH:20][C:21]([C:28]#[N:29])=[CH:22][CH:23]=6)[NH:18][C:17]=5[C:16]([CH3:31])([CH3:30])[C:15]=4[CH:32]=3)[CH2:7][CH2:6]2)[O:4]CC1.Cl.[OH-].[Na+]. The catalyst is C1COCC1.C(OCC)(=O)C. The product is [CH2:33]([C:12]1[C:11]([N:8]2[CH2:7][CH2:6][C:5](=[O:4])[CH2:10][CH2:9]2)=[CH:32][C:15]2[C:16]([CH3:31])([CH3:30])[C:17]3[NH:18][C:19]4[C:24]([C:25]=3[C:26](=[O:27])[C:14]=2[CH:13]=1)=[CH:23][CH:22]=[C:21]([C:28]#[N:29])[CH:20]=4)[CH3:34]. The yield is 0.640. (5) The reactants are [CH:1]([C:4]1[CH:9]=[CH:8][C:7]([C@H:10]2[C:14]3[C:15]([CH3:28])=[C:16]([NH:20][C:21](=[O:27])[CH2:22][C:23]([CH3:26])([CH3:25])[CH3:24])[C:17]([CH3:19])=[CH:18][C:13]=3[O:12][CH2:11]2)=[CH:6][CH:5]=1)([CH3:3])[CH3:2].CCCCCC.[C:35](OCC)(=[O:37])[CH3:36]. The catalyst is C(Cl)(Cl)Cl. The product is [C:35]([C:18]1[C:13]2[O:12][CH2:11][C@@H:10]([C:7]3[CH:6]=[CH:5][C:4]([CH:1]([CH3:2])[CH3:3])=[CH:9][CH:8]=3)[C:14]=2[C:15]([CH3:28])=[C:16]([NH:20][C:21](=[O:27])[CH2:22][C:23]([CH3:26])([CH3:25])[CH3:24])[C:17]=1[CH3:19])(=[O:37])[CH3:36]. The yield is 0.460. (6) The reactants are [CH3:1][O:2][C:3]1[CH:12]=[C:11]2[C:6]([C:7]([O:13][CH2:14][C:15]3[N:19]4[CH:20]=[C:21]([C:24](O)=[O:25])[CH:22]=[CH:23][C:18]4=[N:17][N:16]=3)=[CH:8][CH:9]=[N:10]2)=[CH:5][CH:4]=1.[CH:27]1([NH2:30])[CH2:29][CH2:28]1.ON1C2N=CC=CC=2N=N1.Cl.C(N=C=NCCCN(C)C)C.C(N(C(C)C)C(C)C)C. The catalyst is CN(C=O)C. The product is [CH:27]1([NH:30][C:24]([C:21]2[CH:22]=[CH:23][C:18]3[N:19]([C:15]([CH2:14][O:13][C:7]4[C:6]5[C:11](=[CH:12][C:3]([O:2][CH3:1])=[CH:4][CH:5]=5)[N:10]=[CH:9][CH:8]=4)=[N:16][N:17]=3)[CH:20]=2)=[O:25])[CH2:29][CH2:28]1. The yield is 0.440.